Dataset: NCI-60 drug combinations with 297,098 pairs across 59 cell lines. Task: Regression. Given two drug SMILES strings and cell line genomic features, predict the synergy score measuring deviation from expected non-interaction effect. (1) Drug 1: CN(C)N=NC1=C(NC=N1)C(=O)N. Drug 2: C1C(C(OC1N2C=NC3=C2NC=NCC3O)CO)O. Cell line: ACHN. Synergy scores: CSS=13.5, Synergy_ZIP=-5.68, Synergy_Bliss=-1.32, Synergy_Loewe=-0.209, Synergy_HSA=-0.0354. (2) Drug 1: CC12CCC(CC1=CCC3C2CCC4(C3CC=C4C5=CN=CC=C5)C)O. Drug 2: CC1=C(C(CCC1)(C)C)C=CC(=CC=CC(=CC(=O)O)C)C. Cell line: TK-10. Synergy scores: CSS=-0.927, Synergy_ZIP=-0.610, Synergy_Bliss=-2.32, Synergy_Loewe=-3.64, Synergy_HSA=-3.39. (3) Synergy scores: CSS=43.3, Synergy_ZIP=-0.0902, Synergy_Bliss=-0.972, Synergy_Loewe=-46.1, Synergy_HSA=1.80. Drug 1: C1=CC=C(C=C1)NC(=O)CCCCCCC(=O)NO. Cell line: HL-60(TB). Drug 2: CC12CCC3C(C1CCC2OP(=O)(O)O)CCC4=C3C=CC(=C4)OC(=O)N(CCCl)CCCl.[Na+]. (4) Drug 1: C1=CC(=CC=C1CC(C(=O)O)N)N(CCCl)CCCl.Cl. Drug 2: CN(CCCl)CCCl.Cl. Cell line: U251. Synergy scores: CSS=21.2, Synergy_ZIP=-10.2, Synergy_Bliss=-7.02, Synergy_Loewe=-6.25, Synergy_HSA=-5.33.